This data is from Reaction yield outcomes from USPTO patents with 853,638 reactions. The task is: Predict the reaction yield, written as a fraction of the theoretical maximum amount of product (1.0 means a 100% yield; for example, 0.34 means a 34% yield). (1) The reactants are C(OC([N:11]1[CH2:17][C:16]2[CH:18]=[C:19]([O:25][CH3:26])[C:20]([N+:22]([O-])=O)=[CH:21][C:15]=2[NH:14][C:13](=[O:27])[CH2:12]1)=O)C1C=CC=CC=1. The catalyst is C(OCC)(=O)C.C(O)C.[Pd]. The product is [NH2:22][C:20]1[C:19]([O:25][CH3:26])=[CH:18][C:16]2[CH2:17][NH:11][CH2:12][C:13](=[O:27])[NH:14][C:15]=2[CH:21]=1. The yield is 0.530. (2) The reactants are [N:1]1([C:7]2[C:8]3[O:28][C:27]([CH2:29][N:30]4[CH2:35][CH2:34][CH:33]([C:36]([OH:39])([CH3:38])[CH3:37])[CH2:32][CH2:31]4)=[CH:26][C:9]=3[N:10]=[C:11]([Sn](CCCC)(CCCC)CCCC)[N:12]=2)[CH2:6][CH2:5][O:4][CH2:3][CH2:2]1.Br[C:41]1[N:46]2[CH:47]=[CH:48][N:49]=[C:45]2[CH:44]=[CH:43][CH:42]=1. The catalyst is O1CCOCC1.C1C=CC([P]([Pd]([P](C2C=CC=CC=2)(C2C=CC=CC=2)C2C=CC=CC=2)([P](C2C=CC=CC=2)(C2C=CC=CC=2)C2C=CC=CC=2)[P](C2C=CC=CC=2)(C2C=CC=CC=2)C2C=CC=CC=2)(C2C=CC=CC=2)C2C=CC=CC=2)=CC=1.C1C=C(C([O-])=O)SC=1.[Cu+]. The product is [N:49]1[CH:48]=[CH:47][N:46]2[C:41]([C:11]3[N:12]=[C:7]([N:1]4[CH2:2][CH2:3][O:4][CH2:5][CH2:6]4)[C:8]4[O:28][C:27]([CH2:29][N:30]5[CH2:31][CH2:32][CH:33]([C:36]([OH:39])([CH3:38])[CH3:37])[CH2:34][CH2:35]5)=[CH:26][C:9]=4[N:10]=3)=[CH:42][CH:43]=[CH:44][C:45]=12. The yield is 0.420. (3) The reactants are C(=[N:14][NH:15][C:16]1[C:21]([CH3:22])=[CH:20][C:19]([F:23])=[CH:18][N:17]=1)(C1C=CC=CC=1)C1C=CC=CC=1.Cl. The catalyst is C1(C)C=CC=CC=1.O. The product is [F:23][C:19]1[CH:20]=[C:21]([CH3:22])[C:16]([NH:15][NH2:14])=[N:17][CH:18]=1. The yield is 0.860. (4) The reactants are COC1C=C(OC)C=CC=1C[N:6]([C:35]1[S:39][N:38]=[CH:37][N:36]=1)[S:7]([C:10]1[CH:18]=[C:17]2[C:13]([C:14]([C:19]3[CH:24]=[CH:23][C:22]([C:25]([F:28])([F:27])[F:26])=[CH:21][C:20]=3[C:29]3[N:33]([CH3:34])[N:32]=[CH:31][CH:30]=3)=[CH:15][NH:16]2)=[CH:12][CH:11]=1)(=[O:9])=[O:8].[H-].[Na+].[C:48](OC(=O)C)(=[O:50])[CH3:49].C(Cl)(=O)C. The catalyst is O.CCOC(C)=O.[Cl-].[Na+].O.CN(C=O)C. The product is [C:48]([N:16]1[C:17]2[C:13](=[CH:12][CH:11]=[C:10]([S:7]([NH:6][C:35]3[S:39][N:38]=[CH:37][N:36]=3)(=[O:9])=[O:8])[CH:18]=2)[C:14]([C:19]2[CH:24]=[CH:23][C:22]([C:25]([F:28])([F:27])[F:26])=[CH:21][C:20]=2[C:29]2[N:33]([CH3:34])[N:32]=[CH:31][CH:30]=2)=[CH:15]1)(=[O:50])[CH3:49]. The yield is 0.680. (5) The reactants are Br[CH2:2][C:3]1[CH:8]=[CH:7][C:6]([C:9]2[C:10]3[NH:14][C:13]([C:15]([C:51]4[C:56]([CH3:57])=[CH:55][C:54]([CH3:58])=[CH:53][C:52]=4[CH3:59])=[C:16]4[N:50]=[C:19]([C:20]([C:41]5[C:46]([CH3:47])=[CH:45][C:44]([CH3:48])=[CH:43][C:42]=5[CH3:49])=[C:21]5[NH:40][C:24](=[C:25]([C:31]6[C:36]([CH3:37])=[CH:35][C:34]([CH3:38])=[CH:33][C:32]=6[CH3:39])[C:26]6[CH:27]=[CH:28][C:29]=2[N:30]=6)[CH:23]=[CH:22]5)[CH:18]=[CH:17]4)=[CH:12][CH:11]=3)=[CH:5][CH:4]=1.[CH3:60][O:61][P:62]([O:65]C)[O:63][CH3:64]. The catalyst is C1(C)C=CC=CC=1. The product is [CH3:60][O:61][P:62]([CH2:2][C:3]1[CH:8]=[CH:7][C:6]([C:9]2[C:10]3[NH:14][C:13]([C:15]([C:51]4[C:56]([CH3:57])=[CH:55][C:54]([CH3:58])=[CH:53][C:52]=4[CH3:59])=[C:16]4[N:50]=[C:19]([C:20]([C:41]5[C:46]([CH3:47])=[CH:45][C:44]([CH3:48])=[CH:43][C:42]=5[CH3:49])=[C:21]5[NH:40][C:24](=[C:25]([C:31]6[C:36]([CH3:37])=[CH:35][C:34]([CH3:38])=[CH:33][C:32]=6[CH3:39])[C:26]6[CH:27]=[CH:28][C:29]=2[N:30]=6)[CH:23]=[CH:22]5)[CH:18]=[CH:17]4)=[CH:12][CH:11]=3)=[CH:5][CH:4]=1)([O:63][CH3:64])=[O:65]. The yield is 0.790. (6) The reactants are [CH2:1]([C:3]1[CH:10]=[CH:9][C:6]([CH2:7][NH2:8])=[CH:5][CH:4]=1)[CH3:2].C[O:12][C:13](=O)[C:14]1[C:19]([I:20])=[CH:18][C:17]([F:21])=[CH:16][C:15]=1[CH2:22]Br.C([O-])([O-])=O.[K+].[K+]. The catalyst is C1(C)C=CC=CC=1. The product is [F:21][C:17]1[CH:16]=[C:15]2[C:14](=[C:19]([I:20])[CH:18]=1)[C:13](=[O:12])[N:8]([CH2:7][C:6]1[CH:9]=[CH:10][C:3]([CH2:1][CH3:2])=[CH:4][CH:5]=1)[CH2:22]2. The yield is 0.470. (7) The reactants are Cl.C([O:6][C:7]([N:9]1[CH2:13][CH2:12][C@H:11]([O:14][C:15]2[CH:20]=[C:19]([F:21])[CH:18]=[CH:17][C:16]=2[C:22]([N:24]2[CH2:38][C:27]3=[C:28]4[N:33]([N:34]=[C:26]3[CH2:25]2)[C:32]([CH3:35])=[C:31]([Cl:36])[C:30]([CH3:37])=[N:29]4)=[O:23])[CH2:10]1)=[O:8])(C)(C)C. The catalyst is O1CCOCC1. The product is [CH:7]([OH:8])=[O:6].[Cl:36][C:31]1[C:30]([CH3:37])=[N:29][C:28]2[N:33]([N:34]=[C:26]3[CH2:25][N:24]([C:22]([C:16]4[CH:17]=[CH:18][C:19]([F:21])=[CH:20][C:15]=4[O:14][C@H:11]4[CH2:12][CH2:13][NH:9][CH2:10]4)=[O:23])[CH2:38][C:27]3=2)[C:32]=1[CH3:35]. The yield is 0.0400. (8) The reactants are [H-].[Na+].[CH3:3]N(C=O)C.[OH:8][CH2:9][C@H:10]([N:12]1[C:20](=[O:21])[C:19]2[C:14](=[CH:15][CH:16]=[CH:17][CH:18]=2)[C:13]1=[O:22])[CH3:11].IC. The catalyst is O. The product is [CH3:3][O:8][CH2:9][C@H:10]([N:12]1[C:20](=[O:21])[C:19]2[C:14](=[CH:15][CH:16]=[CH:17][CH:18]=2)[C:13]1=[O:22])[CH3:11]. The yield is 0.530. (9) The reactants are C([O:3][C:4]([C:6]1[N:7]=[C:8]([C:11]2[CH:16]=[CH:15][CH:14]=[CH:13][CH:12]=2)[O:9][CH:10]=1)=[O:5])C.O[Li].O. The catalyst is C1COCC1.O. The product is [C:11]1([C:8]2[O:9][CH:10]=[C:6]([C:4]([OH:5])=[O:3])[N:7]=2)[CH:12]=[CH:13][CH:14]=[CH:15][CH:16]=1. The yield is 0.960. (10) The reactants are C(N(CC)CC)C.[C:8](Cl)(=[O:13])[C:9]([CH3:12])([CH3:11])[CH3:10].[CH3:15][C:16]1[CH2:20][CH:19]=[C:18]([CH3:21])[C:17]=1[C:22]1[CH:27]=[CH:26][CH:25]=[CH:24][C:23]=1[NH2:28].Cl.C([O-])(O)=O.[Na+]. No catalyst specified. The product is [CH3:21][C:18]1[CH2:19][CH:20]=[C:16]([CH3:15])[C:17]=1[C:22]1[CH:27]=[CH:26][CH:25]=[CH:24][C:23]=1[NH:28][C:8](=[O:13])[C:9]([CH3:12])([CH3:11])[CH3:10]. The yield is 0.930.